From a dataset of Forward reaction prediction with 1.9M reactions from USPTO patents (1976-2016). Predict the product of the given reaction. (1) Given the reactants [CH2:1]([O:8][C:9]1[CH:24]=[CH:23][C:12]([O:13][C:14]2[CH:19]=[CH:18][C:17]([N+:20]([O-])=O)=[CH:16][CH:15]=2)=[CH:11][CH:10]=1)[C:2]1[CH:7]=[CH:6][CH:5]=[CH:4][CH:3]=1.Cl, predict the reaction product. The product is: [CH2:1]([O:8][C:9]1[CH:24]=[CH:23][C:12]([O:13][C:14]2[CH:15]=[CH:16][C:17]([NH2:20])=[CH:18][CH:19]=2)=[CH:11][CH:10]=1)[C:2]1[CH:3]=[CH:4][CH:5]=[CH:6][CH:7]=1. (2) Given the reactants CN(C)CCO.[Li]CCCC.[CH3:12][N:13]([CH3:20])[C:14]1[CH:19]=[CH:18][CH:17]=[CH:16][N:15]=1.[CH2:21]([Sn:25](Cl)([CH2:30][CH2:31][CH2:32][CH3:33])[CH2:26][CH2:27][CH2:28][CH3:29])[CH2:22][CH2:23][CH3:24], predict the reaction product. The product is: [CH3:12][N:13]([CH3:20])[C:14]1[CH:19]=[CH:18][CH:17]=[C:16]([Sn:25]([CH2:26][CH2:27][CH2:28][CH3:29])([CH2:30][CH2:31][CH2:32][CH3:33])[CH2:21][CH2:22][CH2:23][CH3:24])[N:15]=1. (3) Given the reactants [Si]([O:8][C@H:9]1[C@H:15]2[CH2:16][N:11]([C:12]3[CH:29]=[CH:28][C:27]([C:30]4[CH:35]=[CH:34][CH:33]=[C:32]([Cl:36])[CH:31]=4)=[N:26][C:13]=3[N:14]2[C:17]([NH:19][C:20]2[CH:25]=[CH:24][CH:23]=[CH:22][N:21]=2)=[O:18])[CH2:10]1)(C(C)(C)C)(C)C, predict the reaction product. The product is: [Cl:36][C:32]1[CH:31]=[C:30]([C:27]2[CH:28]=[CH:29][C:12]3[N:11]4[CH2:16][C@H:15]([C@H:9]([OH:8])[CH2:10]4)[N:14]([C:17]([NH:19][C:20]4[CH:25]=[CH:24][CH:23]=[CH:22][N:21]=4)=[O:18])[C:13]=3[N:26]=2)[CH:35]=[CH:34][CH:33]=1. (4) Given the reactants [CH2:1]([O:5][CH2:6][CH2:7][O:8][C:9]1[CH:14]=[CH:13][C:12]([C:15]2[CH:16]=[CH:17][C:18]3[N:25]([C:26]4[CH:31]=[CH:30][CH:29]=[CH:28][CH:27]=4)[CH2:24][CH2:23][CH2:22][C:21]([C:32]([O:34]C)=[O:33])=[CH:20][C:19]=3[CH:36]=2)=[CH:11][CH:10]=1)[CH2:2][CH2:3][CH3:4].[OH-].[Na+].O.Cl.O1CCC[CH2:42]1, predict the reaction product. The product is: [CH3:42][CH:24]1[CH2:23][CH2:22][C:21]([C:32]([OH:34])=[O:33])=[CH:20][C:19]2[CH:36]=[C:15]([C:12]3[CH:13]=[CH:14][C:9]([O:8][CH2:7][CH2:6][O:5][CH2:1][CH2:2][CH2:3][CH3:4])=[CH:10][CH:11]=3)[CH:16]=[CH:17][C:18]=2[N:25]1[C:26]1[CH:27]=[CH:28][CH:29]=[CH:30][CH:31]=1. (5) Given the reactants C(OC1[CH:10]=[CH:9][C:8]([C:11]#[C:12][Se:13][C:14]2[CH:23]=[CH:22][C:21]3[C:20]([CH3:25])([CH3:24])[CH2:19][CH2:18][C:17]([CH3:27])([CH3:26])[C:16]=3[CH:15]=2)=[CH:7][CH:6]=1)(=O)C.[C:28](=[O:31])([O-])[O-].[K+].[K+].[CH2:34](OCC)C.O, predict the reaction product. The product is: [CH3:34][C:23]1[C:14]([Se:13][C:12]#[C:11][C:8]2[CH:9]=[CH:10][C:28]([OH:31])=[CH:6][CH:7]=2)=[CH:15][C:16]2[C:17]([CH3:27])([CH3:26])[CH2:18][CH2:19][C:20]([CH3:25])([CH3:24])[C:21]=2[CH:22]=1.